From a dataset of Full USPTO retrosynthesis dataset with 1.9M reactions from patents (1976-2016). Predict the reactants needed to synthesize the given product. Given the product [NH2:26][C:20]1[C:21]([NH:25][S:40]([C:39]([F:45])([F:44])[F:38])(=[O:42])=[O:41])=[C:22]([NH2:24])[N:23]=[C:18]([C:11]2[C:12]3[C:17](=[CH:16][CH:15]=[CH:14][CH:13]=3)[N:9]([CH2:8][C:7]3[C:6]([F:30])=[CH:5][C:4]([O:3][CH2:1][CH3:2])=[CH:28][C:27]=3[F:29])[N:10]=2)[N:19]=1, predict the reactants needed to synthesize it. The reactants are: [CH2:1]([O:3][C:4]1[CH:28]=[C:27]([F:29])[C:7]([CH2:8][N:9]2[C:17]3[C:12](=[CH:13][CH:14]=[CH:15][CH:16]=3)[C:11]([C:18]3[N:23]=[C:22]([NH2:24])[C:21]([NH2:25])=[C:20]([NH2:26])[N:19]=3)=[N:10]2)=[C:6]([F:30])[CH:5]=1)[CH3:2].C(N(CC)CC)C.[F:38][C:39]([F:45])([F:44])[S:40](Cl)(=[O:42])=[O:41].Cl.